The task is: Predict the product of the given reaction.. This data is from Forward reaction prediction with 1.9M reactions from USPTO patents (1976-2016). (1) Given the reactants [NH2:1][C:2]1[CH:7]=[CH:6][C:5]([CH3:8])=[CH:4][CH:3]=1.[C:9]([CH2:17][C:18](OCC)=[O:19])(=O)[C:10]1[CH:15]=[CH:14][CH:13]=[CH:12][CH:11]=1.[OH-].[Na+], predict the reaction product. The product is: [CH3:8][C:5]1[CH:4]=[C:3]2[C:2](=[CH:7][CH:6]=1)[NH:1][C:9]([C:10]1[CH:15]=[CH:14][CH:13]=[CH:12][CH:11]=1)=[CH:17][C:18]2=[O:19]. (2) Given the reactants [F:1][C:2]1[CH:7]=[CH:6][C:5]([C:8]([CH2:25][CH2:26][CH3:27])([CH2:22][CH2:23][CH3:24])[C:9]([CH:11](C(OCC)=O)[C:12]([O:14]CC)=O)=[O:10])=[CH:4][CH:3]=1.ClCCl.Cl, predict the reaction product. The product is: [F:1][C:2]1[CH:3]=[C:4]2[C:5](=[CH:6][CH:7]=1)[C:8]([CH2:22][CH2:23][CH3:24])([CH2:25][CH2:26][CH3:27])[C:9](=[O:10])[CH:11]=[C:12]2[OH:14]. (3) Given the reactants [CH2:1]([O:3][C:4]([N:6]1[CH2:18][CH2:17][C:9]2[NH:10][C:11]3[CH:12]=[CH:13][CH:14]=[CH:15][C:16]=3[C:8]=2[CH2:7]1)=[O:5])[CH3:2].[OH-].[Na+].[C:21]1([S:27](Cl)(=[O:29])=[O:28])[CH:26]=[CH:25][CH:24]=[CH:23][CH:22]=1, predict the reaction product. The product is: [CH2:1]([O:3][C:4]([N:6]1[CH2:18][CH2:17][C:9]2[N:10]([S:27]([C:21]3[CH:26]=[CH:25][CH:24]=[CH:23][CH:22]=3)(=[O:29])=[O:28])[C:11]3[CH:12]=[CH:13][CH:14]=[CH:15][C:16]=3[C:8]=2[CH2:7]1)=[O:5])[CH3:2]. (4) Given the reactants [C:1]1([C:7]2[N:8]([CH2:16][C:17]3[CH:36]=[CH:35][C:20]([CH2:21][O:22][C:23]4[CH:28]=[CH:27][C:26]([CH2:29][CH2:30][C:31]([O:33]C)=[O:32])=[CH:25][CH:24]=4)=[CH:19][CH:18]=3)[C:9]3[C:14]([CH:15]=2)=[CH:13][CH:12]=[CH:11][CH:10]=3)[CH:6]=[CH:5][CH:4]=[CH:3][CH:2]=1, predict the reaction product. The product is: [C:1]1([C:7]2[N:8]([CH2:16][C:17]3[CH:18]=[CH:19][C:20]([CH2:21][O:22][C:23]4[CH:24]=[CH:25][C:26]([CH2:29][CH2:30][C:31]([OH:33])=[O:32])=[CH:27][CH:28]=4)=[CH:35][CH:36]=3)[C:9]3[C:14]([CH:15]=2)=[CH:13][CH:12]=[CH:11][CH:10]=3)[CH:6]=[CH:5][CH:4]=[CH:3][CH:2]=1. (5) Given the reactants C([O-])(=O)C.[In+3:5].C([O-])(=O)C.C([O-])(=O)C.[C:14]([OH:29])(=[O:28])[CH2:15][CH2:16][CH2:17][CH2:18][CH2:19][CH2:20][CH2:21][CH2:22][CH2:23][CH2:24][CH2:25][CH2:26][CH3:27].C=CCCCCCCCCCCCCCCCC, predict the reaction product. The product is: [C:14]([O-:29])(=[O:28])[CH2:15][CH2:16][CH2:17][CH2:18][CH2:19][CH2:20][CH2:21][CH2:22][CH2:23][CH2:24][CH2:25][CH2:26][CH3:27].[In+3:5].[C:14]([O-:29])(=[O:28])[CH2:15][CH2:16][CH2:17][CH2:18][CH2:19][CH2:20][CH2:21][CH2:22][CH2:23][CH2:24][CH2:25][CH2:26][CH3:27].[C:14]([O-:29])(=[O:28])[CH2:15][CH2:16][CH2:17][CH2:18][CH2:19][CH2:20][CH2:21][CH2:22][CH2:23][CH2:24][CH2:25][CH2:26][CH3:27]. (6) The product is: [CH3:1][O:2][C:3]1[CH:10]=[CH:9][CH:8]=[CH:7][C:4]=1[CH:5]1[C:19]([C:20]([O:22][CH2:23][CH3:24])=[O:21])=[C:18]([CH2:25][CH2:26][CH3:27])[NH:11][C:12]2=[N:13][NH:14][CH:15]=[C:16]12. Given the reactants [CH3:1][O:2][C:3]1[CH:10]=[CH:9][CH:8]=[CH:7][C:4]=1[CH:5]=O.[NH2:11][C:12]1[CH:16]=[CH:15][NH:14][N:13]=1.O=[C:18]([CH2:25][CH2:26][CH3:27])[CH2:19][C:20]([O:22][CH2:23][CH3:24])=[O:21], predict the reaction product. (7) Given the reactants FC(F)(F)C(O)=O.[F:8][C:9]1[CH:10]=[C:11]([C:15]2[CH:20]=[C:19]([C:21]3[NH:29][C:28]4[CH2:27][CH2:26][NH:25][C:24](=[O:30])[C:23]=4[CH:22]=3)[CH:18]=[CH:17][N:16]=2)[CH:12]=[CH:13][CH:14]=1.[N+:31]([O-])([OH:33])=[O:32].[OH-].[Na+], predict the reaction product. The product is: [F:8][C:9]1[CH:10]=[C:11]([C:15]2[CH:20]=[C:19]([C:21]3[NH:29][C:28]4[CH2:27][CH2:26][NH:25][C:24](=[O:30])[C:23]=4[C:22]=3[N+:31]([O-:33])=[O:32])[CH:18]=[CH:17][N:16]=2)[CH:12]=[CH:13][CH:14]=1.